Predict the reaction yield, written as a fraction of the theoretical maximum amount of product (1.0 means a 100% yield; for example, 0.34 means a 34% yield). From a dataset of Reaction yield outcomes from USPTO patents with 853,638 reactions. The reactants are [CH3:1][C:2](C)([O-:4])C.[K+].C1COCC1.C(O)C.[CH3:15][C@H:16]1[CH2:21][NH:20][C@H:19]([CH3:22])[CH2:18][N:17]1[C:23]1[CH:30]=[CH:29][C:26]([C:27]#[N:28])=[C:25](F)[CH:24]=1. The catalyst is O.C(OCC)(=O)C. The product is [CH3:15][C@H:16]1[CH2:21][NH:20][C@H:19]([CH3:22])[CH2:18][N:17]1[C:23]1[CH:30]=[CH:29][C:26]([C:27]#[N:28])=[C:25]([O:4][CH2:2][CH3:1])[CH:24]=1. The yield is 0.810.